This data is from Full USPTO retrosynthesis dataset with 1.9M reactions from patents (1976-2016). The task is: Predict the reactants needed to synthesize the given product. (1) Given the product [CH3:1][O:2][C:3](=[O:17])[C:4]1[CH:9]=[CH:8][CH:7]=[C:6]([N:10]2[CH2:15][CH2:14][C:13](=[O:16])[C:12](=[CH:6][N:10]([CH3:15])[CH3:11])[CH2:11]2)[CH:5]=1, predict the reactants needed to synthesize it. The reactants are: [CH3:1][O:2][C:3](=[O:17])[C:4]1[CH:9]=[CH:8][CH:7]=[C:6]([N:10]2[CH2:15][CH2:14][C:13](=[O:16])[CH2:12][CH2:11]2)[CH:5]=1. (2) Given the product [C:1]([Si:5]([CH3:38])([CH3:37])[O:6][C:7]1[CH:8]=[C:9]([C:13]2[N:14]=[C:15]([N:31]3[CH2:32][CH2:33][O:34][CH2:35][CH2:36]3)[C:16]3[S:21][C:20]([CH2:22][N:23]4[CH2:24][C@H:25]([CH3:30])[N:26]([C:46](=[O:48])[CH3:47])[C@H:27]([CH3:29])[CH2:28]4)=[CH:19][C:17]=3[N:18]=2)[CH:10]=[CH:11][CH:12]=1)([CH3:4])([CH3:2])[CH3:3], predict the reactants needed to synthesize it. The reactants are: [C:1]([Si:5]([CH3:38])([CH3:37])[O:6][C:7]1[CH:8]=[C:9]([C:13]2[N:14]=[C:15]([N:31]3[CH2:36][CH2:35][O:34][CH2:33][CH2:32]3)[C:16]3[S:21][C:20]([CH2:22][N:23]4[CH2:28][C@H:27]([CH3:29])[NH:26][C@H:25]([CH3:30])[CH2:24]4)=[CH:19][C:17]=3[N:18]=2)[CH:10]=[CH:11][CH:12]=1)([CH3:4])([CH3:3])[CH3:2].C(N(CC)CC)C.[C:46](Cl)(=[O:48])[CH3:47]. (3) Given the product [C:15]1([C:21]2([CH2:31][NH:46][CH2:45][C:37]3[CH:38]=[C:39]([C:41]([F:42])([F:43])[F:44])[CH:40]=[C:35]([C:34]([F:33])([F:47])[F:48])[CH:36]=3)[CH2:30][CH2:29][C:24]3([O:25][CH2:26][CH2:27][O:28]3)[CH2:23][CH2:22]2)[CH:20]=[CH:19][CH:18]=[CH:17][CH:16]=1, predict the reactants needed to synthesize it. The reactants are: C(O[BH-](OC(=O)C)OC(=O)C)(=O)C.[Na+].[C:15]1([C:21]2([CH:31]=O)[CH2:30][CH2:29][C:24]3([O:28][CH2:27][CH2:26][O:25]3)[CH2:23][CH2:22]2)[CH:20]=[CH:19][CH:18]=[CH:17][CH:16]=1.[F:33][C:34]([F:48])([F:47])[C:35]1[CH:36]=[C:37]([CH2:45][NH2:46])[CH:38]=[C:39]([C:41]([F:44])([F:43])[F:42])[CH:40]=1.C(=O)([O-])O.[Na+]. (4) Given the product [CH2:11]([N:18]1[C:26]2[C:21](=[CH:22][CH:23]=[C:24]([C:4]3[CH:5]=[CH:6][CH:7]=[C:2]([Cl:1])[CH:3]=3)[CH:25]=2)[CH:20]=[CH:19]1)[C:12]1[CH:17]=[CH:16][CH:15]=[CH:14][CH:13]=1, predict the reactants needed to synthesize it. The reactants are: [Cl:1][C:2]1[CH:3]=[C:4](B(O)O)[CH:5]=[CH:6][CH:7]=1.[CH2:11]([N:18]1[C:26]2[C:21](=[CH:22][CH:23]=[C:24](Br)[CH:25]=2)[CH:20]=[CH:19]1)[C:12]1[CH:17]=[CH:16][CH:15]=[CH:14][CH:13]=1.Cl. (5) Given the product [NH2:16][C:5]1[C:4]([NH:20][CH2:21][C:22]2[CH:27]=[CH:26][CH:25]=[CH:24][CH:23]=2)([CH3:19])[CH2:3][C:2]([CH3:1])([CH3:28])[CH:7]([NH:8][C:9]2[CH:14]=[CH:13][CH:12]=[CH:11][N:10]=2)[C:6]=1[CH3:15], predict the reactants needed to synthesize it. The reactants are: [CH3:1][C:2]1([CH3:28])[CH:7]([NH:8][C:9]2[CH:14]=[CH:13][CH:12]=[CH:11][N:10]=2)[C:6]([CH3:15])=[C:5]([N+:16]([O-])=O)[C:4]([NH:20][CH2:21][C:22]2[CH:27]=[CH:26][CH:25]=[CH:24][CH:23]=2)([CH3:19])[CH2:3]1. (6) The reactants are: [Cl:1][C:2]1[CH:7]=[CH:6][C:5]([C:8]2([CH3:35])[CH:12]([C:13]3[CH:18]=[CH:17][C:16]([Cl:19])=[CH:15][CH:14]=3)[N:11]([C:20](Cl)=[O:21])[C:10]([C:23]3[CH:28]=[CH:27][C:26]([O:29][CH3:30])=[CH:25][C:24]=3[O:31][CH:32]([CH3:34])[CH3:33])=[N:9]2)=[CH:4][CH:3]=1.[NH:36]1[CH2:41][CH2:40][NH:39][CH2:38][C:37]1=[O:42]. Given the product [Cl:1][C:2]1[CH:3]=[CH:4][C:5]([C@@:8]2([CH3:35])[C@@H:12]([C:13]3[CH:14]=[CH:15][C:16]([Cl:19])=[CH:17][CH:18]=3)[N:11]([C:20]([N:39]3[CH2:40][CH2:41][NH:36][C:37](=[O:42])[CH2:38]3)=[O:21])[C:10]([C:23]3[CH:28]=[CH:27][C:26]([O:29][CH3:30])=[CH:25][C:24]=3[O:31][CH:32]([CH3:34])[CH3:33])=[N:9]2)=[CH:6][CH:7]=1, predict the reactants needed to synthesize it. (7) Given the product [Cl:21][C:18]1[CH:19]=[CH:20][C:15]([S:12]([N:11]([CH2:10][C:7]2[CH:6]=[CH:5][C:4]([C:3](=[O:2])[NH:35][CH2:33][CH3:34])=[CH:9][CH:8]=2)[C@H:22]2[CH2:28][CH2:27][CH2:26][CH2:25][CH2:24][C@H:23]2[C:29]([NH2:30])=[O:31])(=[O:13])=[O:14])=[CH:16][CH:17]=1, predict the reactants needed to synthesize it. The reactants are: C[O:2][C:3](=O)[C:4]1[CH:9]=[CH:8][C:7]([CH2:10][N:11]([C@@H:22]2[CH2:28][CH2:27][CH2:26][CH2:25][CH2:24][C@@H:23]2[C:29](=[O:31])[NH2:30])[S:12]([C:15]2[CH:20]=[CH:19][C:18]([Cl:21])=[CH:17][CH:16]=2)(=[O:14])=[O:13])=[CH:6][CH:5]=1.[CH2:33]([NH2:35])[CH3:34].